Dataset: Full USPTO retrosynthesis dataset with 1.9M reactions from patents (1976-2016). Task: Predict the reactants needed to synthesize the given product. (1) Given the product [ClH:1].[Cl:1][C:2]1[C:3]([CH3:25])=[CH:4][C:5]2[NH:9][C:8](=[O:10])[N:7]([CH:11]3[CH2:12][CH2:13][NH:14][CH2:15][CH2:16]3)[C:6]=2[CH:24]=1.[ClH:26], predict the reactants needed to synthesize it. The reactants are: [Cl:1][C:2]1[C:3]([CH3:25])=[CH:4][C:5]2[NH:9][C:8](=[O:10])[N:7]([CH:11]3[CH2:16][CH2:15][N:14](C(OC(C)(C)C)=O)[CH2:13][CH2:12]3)[C:6]=2[CH:24]=1.[ClH:26]. (2) Given the product [CH3:9][O:19][C:17](=[O:18])[CH2:16][S:20][C:2]1[CH:7]=[CH:6][C:5]([Cl:8])=[CH:4][N:3]=1, predict the reactants needed to synthesize it. The reactants are: Cl[C:2]1[CH:7]=[CH:6][C:5]([Cl:8])=[CH:4][N:3]=1.[C:9]([O-])([O-])=O.[K+].[K+].C[CH:16]([SH:20])[C:17]([O-:19])=[O:18].O. (3) Given the product [CH2:1]([O:4][CH2:5][CH:6]1[O:18][CH2:19][C:20]2([CH2:17][O:16][CH:10]([CH2:11][O:12][CH2:13][CH:14]=[CH2:15])[O:9][CH2:8]2)[CH2:21][O:7]1)[CH:2]=[CH2:3], predict the reactants needed to synthesize it. The reactants are: [CH2:1]([O:4][CH2:5][CH:6]=[O:7])[CH:2]=[CH2:3].[CH3:8][O:9][CH:10]([O:16][CH3:17])[CH2:11][O:12][CH2:13][CH:14]=[CH2:15].[OH:18][CH2:19][C:20](CO)(CO)[CH2:21]O.CC1C=CC(S(O)(=O)=O)=CC=1. (4) Given the product [Cl:30][C:25]1[CH:26]=[CH:27][CH:28]=[CH:29][C:24]=1[S:21]([OH:23])(=[O:22])=[O:20], predict the reactants needed to synthesize it. The reactants are: N(C(OCC)=O)=NC(OCC)=O.OC1C=C([O:20][S:21]([C:24]2[CH:29]=[CH:28][CH:27]=[CH:26][C:25]=2[Cl:30])(=[O:23])=[O:22])C=CC=1.C(C1C=C(C=CC=1)CO)#N.C1(P(C2C=CC=CC=2)C2C=CC=CC=2)C=CC=CC=1. (5) Given the product [F:1][C:2]1[CH:3]=[C:4]([CH:9]=[CH:10][C:11]=1[CH2:12][CH:13]([CH3:15])[CH3:14])[C:5]([OH:7])=[O:6], predict the reactants needed to synthesize it. The reactants are: [F:1][C:2]1[CH:3]=[C:4]([CH:9]=[CH:10][C:11]=1[CH2:12][CH:13]([CH3:15])[CH3:14])[C:5]([O:7]C)=[O:6].[OH-].[Na+]. (6) The reactants are: [NH2:1][CH2:2][CH2:3][C:4]1[C:12]2[C:7](=[CH:8][CH:9]=[CH:10][CH:11]=2)[NH:6][CH:5]=1.[CH3:13][N:14]([CH3:28])[C:15]1([C:22]2[CH:27]=[CH:26][CH:25]=[CH:24][CH:23]=2)[CH2:20][CH2:19][C:18](=O)[CH2:17][CH2:16]1.ClCCCl.C(O[BH-](OC(=O)C)OC(=O)C)(=O)C.[Na+]. Given the product [NH:6]1[C:7]2[C:12](=[CH:11][CH:10]=[CH:9][CH:8]=2)[C:4]([CH2:3][CH2:2][NH:1][CH:18]2[CH2:17][CH2:16][C:15]([C:22]3[CH:23]=[CH:24][CH:25]=[CH:26][CH:27]=3)([N:14]([CH3:28])[CH3:13])[CH2:20][CH2:19]2)=[CH:5]1, predict the reactants needed to synthesize it. (7) Given the product [CH2:3]([O:5][C:6]1[CH:11]=[CH:10][N:9]=[C:8]([NH:12][CH2:13][CH2:14][CH2:15][O:16][C:17]2[CH:18]=[CH:19][C:20]3[CH2:26][CH:25]([CH2:27][C:28]([OH:30])=[O:29])[C:24]4[CH:33]=[CH:34][CH:35]=[CH:36][C:23]=4[CH2:22][C:21]=3[CH:37]=2)[CH:7]=1)[CH3:4], predict the reactants needed to synthesize it. The reactants are: [OH-].[Na+].[CH2:3]([O:5][C:6]1[CH:11]=[CH:10][N:9]=[C:8]([NH:12][CH2:13][CH2:14][CH2:15][O:16][C:17]2[CH:18]=[CH:19][C:20]3[CH2:26][CH:25]([CH2:27][C:28]([O:30]CC)=[O:29])[C:24]4[CH:33]=[CH:34][CH:35]=[CH:36][C:23]=4[CH2:22][C:21]=3[CH:37]=2)[CH:7]=1)[CH3:4]. (8) Given the product [CH3:9][S:10]([C:2]1[N:7]=[CH:6][C:5]([OH:8])=[CH:4][CH:3]=1)(=[O:12])=[O:11], predict the reactants needed to synthesize it. The reactants are: Cl[C:2]1[N:7]=[CH:6][C:5]([OH:8])=[CH:4][CH:3]=1.[CH3:9][S:10]([O:12][Na])=[O:11].N1CCC[C@H]1C(O)=O.C([O-])([O-])=O.[K+].[K+]. (9) Given the product [CH2:29]([NH:24][C:20]1[CH:21]=[CH:22][CH:23]=[C:18]([C:17]2[C:16]3[C:11](=[C:12]([C:25]([F:28])([F:26])[F:27])[CH:13]=[CH:14][CH:15]=3)[N:10]=[CH:9][C:8]=2[CH2:1][C:2]2[CH:3]=[CH:4][CH:5]=[CH:6][CH:7]=2)[CH:19]=1)[C:30]1[CH:35]=[CH:34][CH:33]=[CH:32][CH:31]=1, predict the reactants needed to synthesize it. The reactants are: [CH2:1]([C:8]1[CH:9]=[N:10][C:11]2[C:16]([C:17]=1[C:18]1[CH:19]=[C:20]([NH2:24])[CH:21]=[CH:22][CH:23]=1)=[CH:15][CH:14]=[CH:13][C:12]=2[C:25]([F:28])([F:27])[F:26])[C:2]1[CH:7]=[CH:6][CH:5]=[CH:4][CH:3]=1.[CH:29](=O)[C:30]1[CH:35]=[CH:34][CH:33]=[CH:32][CH:31]=1.